Regression. Given a peptide amino acid sequence and an MHC pseudo amino acid sequence, predict their binding affinity value. This is MHC class I binding data. From a dataset of Peptide-MHC class I binding affinity with 185,985 pairs from IEDB/IMGT. (1) The peptide sequence is VVCNAAMLI. The MHC is H-2-Kb with pseudo-sequence H-2-Kb. The binding affinity (normalized) is 0.0563. (2) The peptide sequence is YLEFEALGFL. The MHC is HLA-A02:17 with pseudo-sequence HLA-A02:17. The binding affinity (normalized) is 0.647. (3) The peptide sequence is LIASLVMLLV. The MHC is HLA-A02:03 with pseudo-sequence HLA-A02:03. The binding affinity (normalized) is 0.615. (4) The peptide sequence is RLFFYRKSV. The MHC is HLA-A02:03 with pseudo-sequence HLA-A02:03. The binding affinity (normalized) is 0.854. (5) The peptide sequence is VATFRDMLL. The MHC is HLA-A02:02 with pseudo-sequence HLA-A02:02. The binding affinity (normalized) is 0.276. (6) The MHC is HLA-B57:01 with pseudo-sequence HLA-B57:01. The peptide sequence is KVSVGSYFC. The binding affinity (normalized) is 0.0847. (7) The peptide sequence is IRKVEWPDL. The MHC is HLA-B15:09 with pseudo-sequence HLA-B15:09. The binding affinity (normalized) is 0.0847. (8) The peptide sequence is SWLMWFIISI. The MHC is HLA-A23:01 with pseudo-sequence HLA-A23:01. The binding affinity (normalized) is 0.249.